This data is from Full USPTO retrosynthesis dataset with 1.9M reactions from patents (1976-2016). The task is: Predict the reactants needed to synthesize the given product. (1) Given the product [CH3:1][O:2][CH2:3][CH2:4][C@@H:5]1[N:10]([CH3:30])[CH2:9][CH2:8][N:7]([C:11]2[C:20]3[N:19]=[C:18]([CH:21]([CH3:23])[CH3:22])[S:17][C:16]=3[NH:15][C:14]3[CH:24]=[CH:25][CH:26]=[CH:27][C:13]=3[N:12]=2)[CH2:6]1, predict the reactants needed to synthesize it. The reactants are: [CH3:1][O:2][CH2:3][CH2:4][C@@H:5]1[NH:10][CH2:9][CH2:8][N:7]([C:11]2[C:20]3[N:19]=[C:18]([CH:21]([CH3:23])[CH3:22])[S:17][C:16]=3[NH:15][C:14]3[CH:24]=[CH:25][CH:26]=[CH:27][C:13]=3[N:12]=2)[CH2:6]1.C=O.[C:30](O[BH-](OC(=O)C)OC(=O)C)(=O)C.[Na+]. (2) Given the product [C:14]1([NH:13]/[C:3](=[C:2](/[NH:13][C:14]2[CH:19]=[CH:18][CH:17]=[CH:16][CH:15]=2)\[C:9]([O:11][CH3:12])=[O:10])/[C:4]([O:6][CH3:7])=[O:5])[CH:19]=[CH:18][CH:17]=[CH:16][CH:15]=1, predict the reactants needed to synthesize it. The reactants are: O/[C:2](/[C:9]([O:11][CH3:12])=[O:10])=[C:3](/O)\[C:4]([O:6][CH3:7])=[O:5].[NH2:13][C:14]1[CH:19]=[CH:18][CH:17]=[CH:16][CH:15]=1.Cl. (3) Given the product [NH2:23][C:11]1[CH:10]=[C:9]([CH:14]=[CH:13][C:12]=1[NH:15][C:16](=[O:22])[CH2:17][S:18]([CH3:21])(=[O:19])=[O:20])[O:8][C:7]1[C:2]([Br:1])=[CH:3][C:4]([CH2:27][CH:28]([F:33])[C:29]([O:31][CH3:32])=[O:30])=[CH:5][C:6]=1[Br:26], predict the reactants needed to synthesize it. The reactants are: [Br:1][C:2]1[CH:3]=[C:4]([CH2:27][CH:28]([F:33])[C:29]([O:31][CH3:32])=[O:30])[CH:5]=[C:6]([Br:26])[C:7]=1[O:8][C:9]1[CH:14]=[CH:13][C:12]([NH:15][C:16](=[O:22])[CH2:17][S:18]([CH3:21])(=[O:20])=[O:19])=[C:11]([N+:23]([O-])=O)[CH:10]=1. (4) Given the product [CH2:11]([O:18][C:19]1[CH:24]=[CH:23][C:22]([CH2:25][N:27]2[CH:2]=[C:1]([C:3]3[C:4]([NH2:10])=[N:5][C:6]([NH2:9])=[CH:7][CH:8]=3)[N:29]=[N:28]2)=[CH:21][CH:20]=1)[C:12]1[CH:17]=[CH:16][CH:15]=[CH:14][CH:13]=1, predict the reactants needed to synthesize it. The reactants are: [C:1]([C:3]1[C:4]([NH2:10])=[N:5][C:6]([NH2:9])=[CH:7][CH:8]=1)#[CH:2].[CH2:11]([O:18][C:19]1[CH:24]=[CH:23][C:22]([CH2:25]Cl)=[CH:21][CH:20]=1)[C:12]1[CH:17]=[CH:16][CH:15]=[CH:14][CH:13]=1.[N-:27]=[N+:28]=[N-:29].[Na+].C(=O)(O)[O-].[Na+]. (5) Given the product [C:1]1([C:7]([C:10]2[CH:23]=[CH:22][C:21]3[C:12](=[C:13]([C:46]4[CH:47]=[CH:48][C:49]([CH:52]=[C:53]([C:54]5[CH:59]=[CH:58][CH:57]=[CH:56][CH:55]=5)[C:60]5[CH:61]=[CH:62][CH:63]=[CH:64][CH:65]=5)=[CH:50][CH:51]=4)[C:14]4[C:19]([C:20]=3[C:25]3[CH:30]=[CH:29][C:28]([CH:31]=[C:32]([C:39]5[CH:40]=[CH:41][CH:42]=[CH:43][CH:44]=5)[C:33]5[CH:38]=[CH:37][CH:36]=[CH:35][CH:34]=5)=[CH:27][CH:26]=3)=[CH:18][CH:17]=[CH:16][CH:15]=4)[CH:11]=2)([CH3:9])[CH3:8])[CH:6]=[CH:5][CH:4]=[CH:3][CH:2]=1, predict the reactants needed to synthesize it. The reactants are: [C:1]1([C:7]([C:10]2[CH:23]=[CH:22][C:21]3[C:20]([C:25]4[CH:30]=[CH:29][C:28]([CH:31]=[C:32]([C:39]5[CH:44]=[CH:43][CH:42]=[CH:41][CH:40]=5)[C:33]5[CH:38]=[CH:37][CH:36]=[CH:35][CH:34]=5)=[CH:27][CH:26]=4)(O)[C:19]4[C:14](=[CH:15][CH:16]=[CH:17][CH:18]=4)[C:13]([C:46]4[CH:51]=[CH:50][C:49]([CH:52]=[C:53]([C:60]5[CH:65]=[CH:64][CH:63]=[CH:62][CH:61]=5)[C:54]5[CH:59]=[CH:58][CH:57]=[CH:56][CH:55]=5)=[CH:48][CH:47]=4)(O)[C:12]=3[CH:11]=2)([CH3:9])[CH3:8])[CH:6]=[CH:5][CH:4]=[CH:3][CH:2]=1.[I-].[K+].O.[PH2](=O)[O-].[Na+].C(O)(=O)C. (6) Given the product [S:26]1[CH:27]=[CH:28][CH:29]=[C:25]1[S:22]([N:19]1[CH2:20][CH2:21][N:16]([C:13]2[CH:14]=[CH:15][C:10]([C:8]([C:7]([F:31])([F:30])[F:6])=[CH2:2])=[CH:11][CH:12]=2)[CH2:17][CH2:18]1)(=[O:24])=[O:23], predict the reactants needed to synthesize it. The reactants are: [Li][CH2:2]CCC.[F:6][C:7]([F:31])([F:30])[C:8]([C:10]1[CH:15]=[CH:14][C:13]([N:16]2[CH2:21][CH2:20][N:19]([S:22]([C:25]3[S:26][CH:27]=[CH:28][CH:29]=3)(=[O:24])=[O:23])[CH2:18][CH2:17]2)=[CH:12][CH:11]=1)=O.[Cl-].[NH4+]. (7) Given the product [Cl:8][CH2:7][C:6]([C:9]1[S:10][CH:11]=[CH:12][CH:13]=1)=[O:5], predict the reactants needed to synthesize it. The reactants are: C([Si](C(C)C)(C(C)C)[O:5][C:6]([C:9]1[S:10][CH:11]=[CH:12][CH:13]=1)=[CH:7][Cl:8])(C)C.